This data is from CYP2C9 inhibition data for predicting drug metabolism from PubChem BioAssay. The task is: Regression/Classification. Given a drug SMILES string, predict its absorption, distribution, metabolism, or excretion properties. Task type varies by dataset: regression for continuous measurements (e.g., permeability, clearance, half-life) or binary classification for categorical outcomes (e.g., BBB penetration, CYP inhibition). Dataset: cyp2c9_veith. (1) The drug is O=C(O)Cc1cnc[nH]1. The result is 0 (non-inhibitor). (2) The compound is C=Cn1ccnc1P(=S)(c1nccn1C=C)C1CCCCC1. The result is 1 (inhibitor). (3) The compound is COC(=O)[C@H](CCSC)NC(=O)C/C=C\[C@@H](C)[C@@H](CO)OC. The result is 0 (non-inhibitor). (4) The molecule is Cc1cccc(NC(=O)N(Cc2nc3ccccc3c(=O)[nH]2)C2CCCC2)c1. The result is 1 (inhibitor). (5) The drug is Cc1ccc(NC(=O)N/C=C/c2ccc(Cl)cc2)cc1. The result is 0 (non-inhibitor). (6) The result is 1 (inhibitor). The drug is O=C(c1ccc(COc2ccccc2Br)o1)N1CCN(c2ccccn2)CC1.